Task: Binary Classification. Given a miRNA mature sequence and a target amino acid sequence, predict their likelihood of interaction.. Dataset: Experimentally validated miRNA-target interactions with 360,000+ pairs, plus equal number of negative samples (1) The miRNA is hsa-miR-5582-5p with sequence UAGGCACACUUAAAGUUAUAGC. The protein sequence of the target gene is MRPRTKARSPGRALRNPWRGFLPLTLALFVGAGHAQRDPVGRYEPAGGDANRLRRPGGSYPAAAAAKVYSLFREQDAPVAGLQPVERAQPGWGSPRRPTEAEARRPSRAQQSRRVQPPAQTRRSTPLGQQQPAPRTRAAPALPRLGTPQRSGAAPPTPPRGRLTGRNVCGGQCCPGWTTANSTNHCIKPVCEPPCQNRGSCSRPQLCVCRSGFRGARCEEVIPDEEFDPQNSRLAPRRWAERSPNLRRSSAAGEGTLARAQPPAPQSPPAPQSPPAGTLSGLSQTHPSQQHVGLSRTVRL.... Result: 1 (interaction). (2) The miRNA is hsa-miR-128-3p with sequence UCACAGUGAACCGGUCUCUUU. The protein sequence of the target gene is MTVEQNVLQQSAAQKHQQTFLNQLREITGINDTQILQQALKDSNGNLELAVAFLTAKNAKTPQQEETTYYQTALPGNDRYISVGSQADTNVIDLTGDDKDDLQRAIALSLAESNRAFRETGITDEEQAISRVLEASIAENKACLKRTPTEVWRDSRNPYDRKRQDKAPVGLKNVGNTCWFSAVIQSLFNLLEFRRLVLNYKPPSNAQDLPRNQKEHRNLPFMRELRYLFALLVGTKRKYVDPSRAVEILKDAFKSNDSQQQDVSEFTHKLLDWLEDAFQMKAEEETDEEKPKNPMVELFY.... Result: 1 (interaction). (3) The miRNA is hsa-miR-3174 with sequence UAGUGAGUUAGAGAUGCAGAGCC. The protein sequence of the target gene is MRVLVGGGTGFIGTALTQLLNARGHEVTLVSRKPGPGRITWDELAASGLPSCDAAVNLAGENILNPLRRWNETFQKEVIGSRLETTQLLAKAITKAPQPPKAWVLVTGVAYYQPSLTAEYDEDSPGGDFDFFSNLVTKWEAAARLPGDSTRQVVVRSGVVLGRGGGAMGHMLLPFRLGLGGPIGSGHQFFPWIHIGDLAGILTHALEANHVHGVLNGVAPSSATNAEFAQTLGAALGRRAFIPLPSAVVQAVFGRQRAIMLLEGQKVIPQRTLATGYQYSFPELGAALKEIVA. Result: 1 (interaction). (4) The protein sequence of the target gene is MEGNGSVDMFSEVLENQFLQAAKLVENHLDSEIQKLDQIGEDELELLKEKRLAALRKAQQQKQEWLSKGHGEYREIGSERDFFQEVKESEKVVCHFYRDTTFRCKILDRHLAILAKKHLETKFLKLNVEKAPFLCERLRIKVIPTLALLRDGKTQDYVVGFTDLGNTDDFTTETLEWRLGCSDVINYSGNLMEPPFQSQKKFGTNFTKLEKKTIRGKKYDSDSDDD. The miRNA is hsa-miR-1910-3p with sequence GAGGCAGAAGCAGGAUGACA. Result: 0 (no interaction). (5) The miRNA is hsa-miR-508-5p with sequence UACUCCAGAGGGCGUCACUCAUG. The protein sequence of the target gene is MECLYYFLGFLLLAARLPLDAAKRFHDVLGNERPSAYMREHNQLNGWSSDENDWNEKLYPVWKRGDMRWKNSWKGGRVQAVLTSDSPALVGSNITFAVNLIFPRCQKEDANGNIVYEKNCRNEAGLSADPYVYNWTAWSEDSDGENGTGQSHHNVFPDGKPFPHHPGWRRWNFIYVFHTLGQYFQKLGRCSVRVSVNTANVTLGPQLMEVTVYRRHGRAYVPIAQVKDVYVVTDQIPVFVTMFQKNDRNSSDETFLKDLPIMFDVLIHDPSHFLNYSTINYKWSFGDNTGLFVSTNHTVN.... Result: 1 (interaction). (6) The miRNA is hsa-miR-572 with sequence GUCCGCUCGGCGGUGGCCCA. The protein sequence of the target gene is MSRFFTTGSDSESESSLSGEELVTKPVGGNYGKQPLLLSEDEEDTKRVVRSAKDKRFEELTNLIRTIRNAMKIRDVTKCLEEFELLGKAYGKAKSIVDKEGVPRFYIRILADLEDYLNELWEDKEGKKKMNKNNAKALSTLRQKIRKYNRDFESHITSYKQNPEQSADEDAEKNEEDSEGSSDEDEDEDGVSAATFLKKKSEAPSGESRKFLKKMDDEDEDSEDSEDDEDWDTGSTSSDSDSEEEEGKQTALASRFLKKAPTTDEDKKAAEKKREDKAKKKHDRKSKRLDEEEEDNEGGE.... Result: 0 (no interaction). (7) The miRNA is hsa-miR-372-5p with sequence CCUCAAAUGUGGAGCACUAUUCU. The protein sequence of the target gene is MAPRRVRSFLRGLPALLLLLLFLGPWPAASHGGKYSREKNQPKPSPKRESGEEFRMEKLNQLWEKAQRLHLPPVRLAELHADLKIQERDELAWKKLKLDGLDEDGEKEARLIRNLNVILAKYGLDGKKDARQVTSNSLSGTQEDGLDDPRLEKLWHKAKTSGKFSGEELDKLWREFLHHKEKVHEYNVLLETLSRTEEIHENVISPSDLSDIKGSVLHSRHTELKEKLRSINQGLDRLRRVSHQGYSTEAEFEEPRVIDLWDLAQSANLTDKELEAFREELKHFEAKIEKHNHYQKQLEI.... Result: 1 (interaction). (8) The miRNA is hsa-miR-3689c with sequence CUGGGAGGUGUGAUAUUGUGGU. The protein sequence of the target gene is MPAYHSSLMDPDTKLIGNMALLPIRSQFKGPAPRETKDTDIVDEAIYYFKANVFFKNYEIKNEADRTLIYITLYISECLKKLQKCNSKSQGEKEMYTLGITNFPIPGEPGFPLNAIYAKPANKQEDEVMRAYLQQLRQETGLRLCEKVFDPQNDKPSKWWTCFVKRQFMNKSLSGPGQ. Result: 1 (interaction). (9) The miRNA is hsa-miR-6841-5p with sequence UAGGGUACUCAGAGCAAGUUGU. The protein sequence of the target gene is MAKEGVEKAEETEQMIEKEAGKEPAEGGGGDGSHRLGDAQEMRAVVLAGFGGLNKLRLFRKAMPEPQDGELKIRVKACGLNFIDLMVRQGNIDNPPKTPLVPGFECSGIVEALGDSVKGYEIGDRVMAFVNYNAWAEVVCTPVEFVYKIPDDMSFSEAAAFPMNFVTAYVMLFEVANLREGMSVLVHSAGGGVGQAVAQLCSTVPNVTVFGTASTFKHEAIKDSVTHLFDRNADYVQEVKRISAEGVDIVLDCLCGDNTGKGLSLLKPLGTYILYGSSNMVTGETKSFFSFAKSWWQVEK.... Result: 0 (no interaction). (10) The miRNA is hsa-miR-4760-5p with sequence UUUAGAUUGAACAUGAAGUUAG. The protein sequence of the target gene is MSSYFVNPTFPGSLPSGQDSFLGQLPLYQAGYDALRPFPASYGASSLPDKTYTSPCFYQQSNSVLACNRASYEYGASCFYSDKDLSGASPSGSGKQRGPGDYLHFSPEQQYKPDSSSGQGKALHDEGADRKYTSPVYPWMQRMNSCAGAVYGSHGRRGRQTYTRYQTLELEKEFHFNRYLTRRRRIEIANALCLTERQIKIWFQNRRMKWKKENKLINSTQPSGEDSEAKAGE. Result: 0 (no interaction).